This data is from Full USPTO retrosynthesis dataset with 1.9M reactions from patents (1976-2016). The task is: Predict the reactants needed to synthesize the given product. (1) Given the product [C:15]1([C:5]2([N:1]3[CH2:4][CH2:3][CH2:2]3)[CH2:14][CH2:13][C:8]3([O:12][CH2:11][CH2:10][O:9]3)[CH2:7][CH2:6]2)[CH:21]=[CH:22][CH:17]=[CH:18][CH:19]=1, predict the reactants needed to synthesize it. The reactants are: [N:1]1([C:5]2([C:15]#N)[CH2:14][CH2:13][C:8]3([O:12][CH2:11][CH2:10][O:9]3)[CH2:7][CH2:6]2)[CH2:4][CH2:3][CH2:2]1.[C:17]1([Mg]Cl)[CH:22]=[CH:21]C=[CH:19][CH:18]=1.[Cl-].[NH4+].O. (2) Given the product [Cl:13][C:14]1[CH:15]=[CH:16][CH:17]=[C:18]2[C:22]=1[NH:21][CH:20]=[C:19]2[CH:23]1[CH2:28][CH2:27][N:26]([CH2:11][C:1]2[C:10]3[C:5](=[CH:6][CH:7]=[CH:8][CH:9]=3)[CH:4]=[CH:3][CH:2]=2)[CH2:25][CH2:24]1, predict the reactants needed to synthesize it. The reactants are: [C:1]1([CH:11]=O)[C:10]2[C:5](=[CH:6][CH:7]=[CH:8][CH:9]=2)[CH:4]=[CH:3][CH:2]=1.[Cl:13][C:14]1[CH:15]=[CH:16][CH:17]=[C:18]2[C:22]=1[NH:21][CH:20]=[C:19]2[CH:23]1[CH2:28][CH2:27][NH:26][CH2:25][CH2:24]1.